Dataset: Catalyst prediction with 721,799 reactions and 888 catalyst types from USPTO. Task: Predict which catalyst facilitates the given reaction. (1) The catalyst class is: 105. Reactant: [CH2:1]([N:8](C)[CH:9]1[CH2:19][C@@H:12]2[CH2:13][N:14]([CH3:18])[C:15](=[O:17])[CH2:16][C@@H:11]2[CH2:10]1)C1C=CC=CC=1. Product: [CH3:18][N:14]1[C:15](=[O:17])[CH2:16][C@@H:11]2[CH2:10][CH:9]([NH:8][CH3:1])[CH2:19][C@@H:12]2[CH2:13]1. (2) Reactant: [Cl:1][C:2]1[C:3]([N:27]([CH:29]([CH3:31])[CH3:30])[CH3:28])=[CH:4][C:5]2[N:11]=[C:10]([C:12]3[CH:17]=[CH:16][CH:15]=[C:14]([N:18]4[C:22]([CH2:23]O)=[CH:21][N:20]=[N:19]4)[CH:13]=3)[CH2:9][C:8](=[O:25])[NH:7][C:6]=2[CH:26]=1.S(Cl)(Cl)=O.[Cl-].[CH2:37]([NH:41][CH3:42])[CH:38]([CH3:40])[CH3:39]. Product: [Cl:1][C:2]1[C:3]([N:27]([CH:29]([CH3:30])[CH3:31])[CH3:28])=[CH:4][C:5]2[N:11]=[C:10]([C:12]3[CH:17]=[CH:16][CH:15]=[C:14]([N:18]4[C:22]([CH2:23][N:41]([CH2:37][CH:38]([CH3:40])[CH3:39])[CH3:42])=[CH:21][N:20]=[N:19]4)[CH:13]=3)[CH2:9][C:8](=[O:25])[NH:7][C:6]=2[CH:26]=1. The catalyst class is: 139. (3) Reactant: Cl[C:2]([O:4][CH2:5][C:6]1[CH:11]=[CH:10][CH:9]=[CH:8][CH:7]=1)=[O:3].[OH-].[Na+].S(O)(O)(=O)=O.[CH3:19][S:20][C:21](=[NH:23])[NH2:22].[CH3:19][S:20][C:21](=[NH:23])[NH2:22].O. Product: [CH2:5]([O:4][C:2]([NH:23][C:21](=[NH:22])[S:20][CH3:19])=[O:3])[C:6]1[CH:11]=[CH:10][CH:9]=[CH:8][CH:7]=1. The catalyst class is: 2. (4) Reactant: [F:1][C:2]1[C:7]([F:8])=[CH:6][CH:5]=[CH:4][C:3]=1[CH2:9][CH2:10][C:11]1[CH:16]=[C:15]([OH:17])[N:14]2[N:18]=[C:19]([C:21]([OH:23])=O)[CH:20]=[C:13]2[N:12]=1.C(C1NC=CN=1)(C1NC=CN=1)=O.[NH2:36][C:37]1[NH:41][N:40]=[N:39][N:38]=1. Product: [NH:38]1[C:37]([NH:36][C:21]([C:19]2[CH:20]=[C:13]3[N:12]=[C:11]([CH2:10][CH2:9][C:3]4[CH:4]=[CH:5][CH:6]=[C:7]([F:8])[C:2]=4[F:1])[CH:16]=[C:15]([OH:17])[N:14]3[N:18]=2)=[O:23])=[N:41][N:40]=[N:39]1. The catalyst class is: 3.